The task is: Predict the product of the given reaction.. This data is from Forward reaction prediction with 1.9M reactions from USPTO patents (1976-2016). (1) Given the reactants [CH2:1]([O:3][C:4]([C:6]1[N:7]([CH2:12][CH3:13])[CH:8]=[C:9](I)[CH:10]=1)=[O:5])[CH3:2].CCN(CC)CC.[C:21]([C:23]1[CH:28]=[CH:27][CH:26]=[C:25]([O:29][CH3:30])[CH:24]=1)#[CH:22], predict the reaction product. The product is: [CH2:1]([O:3][C:4]([C:6]1[N:7]([CH2:12][CH3:13])[CH:8]=[C:9]([C:22]#[C:21][C:23]2[CH:28]=[CH:27][CH:26]=[C:25]([O:29][CH3:30])[CH:24]=2)[CH:10]=1)=[O:5])[CH3:2]. (2) Given the reactants [CH3:1][N:2]1[CH2:24][CH2:23][C:5]2[N:6]([CH2:14][CH:15]([NH2:22])[C:16]3[CH:21]=[CH:20][N:19]=[CH:18][CH:17]=3)[C:7]3[CH:8]=[CH:9][C:10]([CH3:13])=[CH:11][C:12]=3[C:4]=2[CH2:3]1.[CH3:25][C:26]([CH3:28])=O.C(O)(=O)C.C([BH3-])#N.[Na+], predict the reaction product. The product is: [CH3:1][N:2]1[CH2:24][CH2:23][C:5]2[N:6]([CH2:14][CH:15]([NH:22][CH:26]([CH3:28])[CH3:25])[C:16]3[CH:21]=[CH:20][N:19]=[CH:18][CH:17]=3)[C:7]3[CH:8]=[CH:9][C:10]([CH3:13])=[CH:11][C:12]=3[C:4]=2[CH2:3]1. (3) Given the reactants Br[C:2]1(Br)[C:10]2[C:5](=[N:6][CH:7]=[CH:8][CH:9]=2)[NH:4][C:3]1=[O:11].N1C2C(=CC=CN=2)C(=O)C1=O.Cl.[F:25][CH2:26][CH2:27][O:28][NH2:29], predict the reaction product. The product is: [F:25][CH2:26][CH2:27][O:28][N:29]=[C:2]1[C:10]2[C:5](=[N:6][CH:7]=[CH:8][CH:9]=2)[NH:4][C:3]1=[O:11].